Task: Regression. Given a peptide amino acid sequence and an MHC pseudo amino acid sequence, predict their binding affinity value. This is MHC class I binding data.. Dataset: Peptide-MHC class I binding affinity with 185,985 pairs from IEDB/IMGT (1) The peptide sequence is GMSIVCIVA. The MHC is HLA-A02:02 with pseudo-sequence HLA-A02:02. The binding affinity (normalized) is 0.515. (2) The peptide sequence is RNTPFNML. The MHC is H-2-Db with pseudo-sequence H-2-Db. The binding affinity (normalized) is 0. (3) The peptide sequence is TTAEFTVPK. The MHC is HLA-A01:01 with pseudo-sequence HLA-A01:01. The binding affinity (normalized) is 0.0847. (4) The peptide sequence is ESASKSASVY. The MHC is HLA-A01:01 with pseudo-sequence HLA-A01:01. The binding affinity (normalized) is 0.473. (5) The peptide sequence is MQFPGSVGF. The MHC is HLA-B15:42 with pseudo-sequence HLA-B15:42. The binding affinity (normalized) is 0.213. (6) The peptide sequence is DIISSKQYPA. The MHC is HLA-A02:06 with pseudo-sequence HLA-A02:06. The binding affinity (normalized) is 0.257.